This data is from Forward reaction prediction with 1.9M reactions from USPTO patents (1976-2016). The task is: Predict the product of the given reaction. (1) Given the reactants [N+:1]([C:4]1[C:5]([C:15]#[N:16])=[N:6][CH:7]=[C:8]([C:10]2[NH:14][N:13]=[CH:12][CH:11]=2)[CH:9]=1)([O-:3])=[O:2].O[CH2:18][C@H:19]([NH:21]C(=O)OC(C)(C)C)[CH3:20], predict the reaction product. The product is: [NH2:21][C@H:19]([CH3:20])[CH2:18][N:13]1[CH:12]=[CH:11][C:10]([C:8]2[CH:9]=[C:4]([N+:1]([O-:3])=[O:2])[C:5]([C:15]#[N:16])=[N:6][CH:7]=2)=[N:14]1. (2) Given the reactants [I:1][C:2]1[C:6]([C:7]([O:9][CH2:10][CH3:11])=[O:8])=[CH:5][NH:4][N:3]=1.C(N(C(C)C)CC)(C)C.[CH3:21][Si:22]([CH3:29])([CH3:28])[CH2:23][CH2:24][O:25][CH2:26]Cl, predict the reaction product. The product is: [I:1][C:2]1[C:6]([C:7]([O:9][CH2:10][CH3:11])=[O:8])=[CH:5][N:4]([CH2:26][O:25][CH2:24][CH2:23][Si:22]([CH3:29])([CH3:28])[CH3:21])[N:3]=1.